Dataset: Catalyst prediction with 721,799 reactions and 888 catalyst types from USPTO. Task: Predict which catalyst facilitates the given reaction. (1) Reactant: C([O:3][C:4]([C:6]1([S:16]([C:19]2[CH:24]=[CH:23][C:22]([O:25][CH2:26][CH2:27][CH:28]([CH3:30])[CH3:29])=[CH:21][CH:20]=2)(=[O:18])=[O:17])[CH2:11][CH2:10][N:9]([CH2:12][CH2:13][CH2:14][CH3:15])[CH2:8][CH2:7]1)=[O:5])C. Product: [CH2:12]([N:9]1[CH2:8][CH2:7][C:6]([S:16]([C:19]2[CH:24]=[CH:23][C:22]([O:25][CH2:26][CH2:27][CH:28]([CH3:29])[CH3:30])=[CH:21][CH:20]=2)(=[O:18])=[O:17])([C:4]([OH:5])=[O:3])[CH2:11][CH2:10]1)[CH2:13][CH2:14][CH3:15]. The catalyst class is: 702. (2) Reactant: N1C(C)=CC=CC=1C.[Cl:9][C:10]1[CH:31]=[CH:30][CH:29]=[C:28]([Cl:32])[C:11]=1[C:12]([NH:14][C@H:15]([C:24]([O:26][CH3:27])=[O:25])[CH2:16][C:17]1[CH:22]=[CH:21][C:20]([OH:23])=[CH:19][CH:18]=1)=[O:13].[F:33][C:34]([F:47])([F:46])[S:35](O[S:35]([C:34]([F:47])([F:46])[F:33])(=[O:37])=[O:36])(=[O:37])=[O:36].CCCC(C)C. Product: [Cl:9][C:10]1[CH:31]=[CH:30][CH:29]=[C:28]([Cl:32])[C:11]=1[C:12]([NH:14][C@H:15]([C:24]([O:26][CH3:27])=[O:25])[CH2:16][C:17]1[CH:18]=[CH:19][C:20]([O:23][S:35]([C:34]([F:47])([F:46])[F:33])(=[O:37])=[O:36])=[CH:21][CH:22]=1)=[O:13]. The catalyst class is: 343.